This data is from Reaction yield outcomes from USPTO patents with 853,638 reactions. The task is: Predict the reaction yield, written as a fraction of the theoretical maximum amount of product (1.0 means a 100% yield; for example, 0.34 means a 34% yield). The product is [OH:1][C:2]1[CH:3]=[C:4]2[C:9](=[CH:10][CH:11]=1)[CH:8]=[C:7]([C:12]([O:14][CH3:20])=[O:13])[CH:6]=[CH:5]2. The yield is 0.950. No catalyst specified. The reactants are [OH:1][C:2]1[CH:3]=[C:4]2[C:9](=[CH:10][CH:11]=1)[CH:8]=[C:7]([C:12]([OH:14])=[O:13])[CH:6]=[CH:5]2.OS(O)(=O)=O.[CH3:20]O.